Task: Regression. Given two drug SMILES strings and cell line genomic features, predict the synergy score measuring deviation from expected non-interaction effect.. Dataset: NCI-60 drug combinations with 297,098 pairs across 59 cell lines (1) Drug 1: C1=CC(=CC=C1CCCC(=O)O)N(CCCl)CCCl. Drug 2: CC1=C(C=C(C=C1)C(=O)NC2=CC(=CC(=C2)C(F)(F)F)N3C=C(N=C3)C)NC4=NC=CC(=N4)C5=CN=CC=C5. Cell line: SK-OV-3. Synergy scores: CSS=9.17, Synergy_ZIP=-4.35, Synergy_Bliss=-2.71, Synergy_Loewe=-3.25, Synergy_HSA=-3.17. (2) Drug 1: CCC1=CC2CC(C3=C(CN(C2)C1)C4=CC=CC=C4N3)(C5=C(C=C6C(=C5)C78CCN9C7C(C=CC9)(C(C(C8N6C)(C(=O)OC)O)OC(=O)C)CC)OC)C(=O)OC.C(C(C(=O)O)O)(C(=O)O)O. Drug 2: C1C(C(OC1N2C=NC3=C(N=C(N=C32)Cl)N)CO)O. Cell line: HCT116. Synergy scores: CSS=30.6, Synergy_ZIP=-2.50, Synergy_Bliss=-1.47, Synergy_Loewe=-8.84, Synergy_HSA=-1.71. (3) Drug 1: C1=CC(=CC=C1CCCC(=O)O)N(CCCl)CCCl. Drug 2: CC1CCCC2(C(O2)CC(NC(=O)CC(C(C(=O)C(C1O)C)(C)C)O)C(=CC3=CSC(=N3)C)C)C. Cell line: HCT116. Synergy scores: CSS=38.8, Synergy_ZIP=-8.22, Synergy_Bliss=-5.58, Synergy_Loewe=-5.25, Synergy_HSA=-5.08.